Dataset: Reaction yield outcomes from USPTO patents with 853,638 reactions. Task: Predict the reaction yield, written as a fraction of the theoretical maximum amount of product (1.0 means a 100% yield; for example, 0.34 means a 34% yield). (1) The product is [NH2:8][CH:9]1[CH2:15][CH2:14][CH2:13][CH2:12][N:11]([C:16]([O:18][C:19]([CH3:22])([CH3:21])[CH3:20])=[O:17])[CH2:10]1. The reactants are C(=[N:8][CH:9]1[CH2:15][CH2:14][CH2:13][CH2:12][N:11]([C:16]([O:18][C:19]([CH3:22])([CH3:21])[CH3:20])=[O:17])[CH2:10]1)C1C=CC=CC=1. The catalyst is C(O)(=O)C.ClCCl. The yield is 0.420. (2) The product is [CH:19]1[C:18]2[N:17]([CH2:16][CH:15]([OH:30])[CH2:14][N:11]3[CH2:10][CH2:9][NH:8][CH2:13][CH2:12]3)[C:29]3[C:24](=[CH:25][CH:26]=[CH:27][CH:28]=3)[C:23]=2[CH:22]=[CH:21][CH:20]=1. The catalyst is C(Cl)Cl. The reactants are C(OC([N:8]1[CH2:13][CH2:12][N:11]([CH2:14][CH:15]([OH:30])[CH2:16][N:17]2[C:29]3[CH:28]=[CH:27][CH:26]=[CH:25][C:24]=3[C:23]3[C:18]2=[CH:19][CH:20]=[CH:21][CH:22]=3)[CH2:10][CH2:9]1)=O)(C)(C)C.C(O)(C(F)(F)F)=O. The yield is 0.920.